Dataset: Forward reaction prediction with 1.9M reactions from USPTO patents (1976-2016). Task: Predict the product of the given reaction. (1) Given the reactants Br[C:2]1[CH:7]=[N:6][C:5]([C:8]2[CH:13]=[CH:12][CH:11]=[CH:10][C:9]=2[N+:14]([O-:16])=[O:15])=[CH:4][N:3]=1.[F:17][C:18]([F:25])([F:24])[C:19]1[CH:23]=[CH:22][NH:21][N:20]=1.C(=O)([O-])[O-].[K+].[K+], predict the reaction product. The product is: [N+:14]([C:9]1[CH:10]=[CH:11][CH:12]=[CH:13][C:8]=1[C:5]1[CH:4]=[N:3][C:2]([N:21]2[CH:22]=[CH:23][C:19]([C:18]([F:25])([F:24])[F:17])=[N:20]2)=[CH:7][N:6]=1)([O-:16])=[O:15]. (2) Given the reactants Br[C:2]1[CH:7]=[CH:6][CH:5]=[C:4](C)[C:3]=1[N+:9]([O-:11])=[O:10].[CH2:12]([NH2:15])[CH2:13][CH3:14].[CH3:16]CO, predict the reaction product. The product is: [CH3:16][C:6]1[CH:5]=[CH:4][C:3]([N+:9]([O-:11])=[O:10])=[C:2]([NH:15][CH2:12][CH2:13][CH3:14])[CH:7]=1. (3) The product is: [F:24][C:25]([F:29])([F:28])[CH2:26][NH:27][C:20]([C:17]1[NH:18][N:19]=[C:15](/[CH:14]=[CH:13]/[C:12]2[C:8]([C:5]3[CH:4]=[CH:3][C:2]([F:1])=[CH:7][CH:6]=3)=[N:9][O:10][C:11]=2[CH3:23])[CH:16]=1)=[O:22]. Given the reactants [F:1][C:2]1[CH:7]=[CH:6][C:5]([C:8]2[C:12](/[CH:13]=[CH:14]/[C:15]3[CH:16]=[C:17]([C:20]([OH:22])=O)[NH:18][N:19]=3)=[C:11]([CH3:23])[O:10][N:9]=2)=[CH:4][CH:3]=1.[F:24][C:25]([F:29])([F:28])[CH2:26][NH2:27], predict the reaction product. (4) The product is: [CH3:17][O:18][C:19](=[O:34])[C@H:20]([CH2:29][CH2:30][CH2:31][CH2:32][NH2:33])[N:21]([C:13](=[O:15])[C@H:11]([CH3:12])[NH:10][C:8](=[O:9])[CH2:7][C:1]1[CH:2]=[CH:3][CH:4]=[CH:5][CH:6]=1)[C:22]([O:24][C:25]([CH3:28])([CH3:26])[CH3:27])=[O:23]. Given the reactants [C:1]1([CH2:7][C:8]([NH:10][C@H:11]([C:13]([OH:15])=O)[CH3:12])=[O:9])[CH:6]=[CH:5][CH:4]=[CH:3][CH:2]=1.Cl.[CH3:17][O:18][C:19](=[O:34])[C@H:20]([CH2:29][CH2:30][CH2:31][CH2:32][NH2:33])[NH:21][C:22]([O:24][C:25]([CH3:28])([CH3:27])[CH3:26])=[O:23].C(Cl)Cl.CO.[NH4+].[OH-], predict the reaction product. (5) The product is: [CH3:16][NH:15][S:12]([CH2:11][CH2:10][C:7]1[CH:8]=[CH:9][C:4]([N+:1]([O-:3])=[O:2])=[CH:5][CH:6]=1)(=[O:14])=[O:13]. Given the reactants [N+:1]([C:4]1[CH:9]=[CH:8][C:7]([CH2:10][CH2:11][S:12]([N:15]2CCOC[CH2:16]2)(=[O:14])=[O:13])=[CH:6][CH:5]=1)([O-:3])=[O:2].CN, predict the reaction product. (6) Given the reactants [CH3:1][CH:2]([C:4]1[NH:8][C:7]2[CH2:9][CH2:10][CH2:11][C:12](=[O:13])[C:6]=2[N:5]=1)[CH3:3].Br[CH2:15][C:16]1[CH:21]=[CH:20][C:19]([I:22])=[CH:18][CH:17]=1.[OH-].[Na+], predict the reaction product. The product is: [I:22][C:19]1[CH:20]=[CH:21][C:16]([CH2:15][N:5]2[C:6]3[C:12](=[O:13])[CH2:11][CH2:10][CH2:9][C:7]=3[N:8]=[C:4]2[CH:2]([CH3:1])[CH3:3])=[CH:17][CH:18]=1.